Dataset: Full USPTO retrosynthesis dataset with 1.9M reactions from patents (1976-2016). Task: Predict the reactants needed to synthesize the given product. (1) Given the product [Cl:38][C:35]1[S:34][C:33]([C:31]([NH:30][C:26]2[CH:25]=[CH:24][CH:23]=[C:22]3[C:27]=2[C:28](=[O:29])[N:20]([CH2:19][CH2:18][CH2:17][CH2:16][NH:15][C:41](=[O:48])[C:42]2[CH:47]=[CH:46][N:45]=[CH:44][CH:43]=2)[C:21]3=[O:39])=[O:32])=[CH:37][CH:36]=1, predict the reactants needed to synthesize it. The reactants are: C(N(CC)CC)C.FC(F)(F)C(O)=O.[NH2:15][CH2:16][CH2:17][CH2:18][CH2:19][N:20]1[C:28](=[O:29])[C:27]2[C:22](=[CH:23][CH:24]=[CH:25][C:26]=2[NH:30][C:31]([C:33]2[S:34][C:35]([Cl:38])=[CH:36][CH:37]=2)=[O:32])[C:21]1=[O:39].Cl.[C:41](Cl)(=[O:48])[C:42]1[CH:47]=[CH:46][N:45]=[CH:44][CH:43]=1. (2) Given the product [C:1]([CH2:3][NH:4][C:5]([C@@H:7]1[C@@H:15]2[CH2:16][C@@H:9]([CH:10]=[CH:14]2)[C@H:8]1[C:12]([OH:13])=[O:11])=[O:6])#[N:2], predict the reactants needed to synthesize it. The reactants are: [C:1]([CH2:3][NH:4][C:5]([CH:7]1[CH:15]2[CH2:16][CH:9]3[CH:10]([CH:14]2I)[O:11][C:12](=[O:13])[CH:8]13)=[O:6])#[N:2].O1CCCC1.OP([O-])(O)=O.[K+]. (3) Given the product [N:1]1[O:11][C:9]([O-:10])=[C:4]2[N+:3]=1[CH2:8][CH2:7][O:6][CH2:5]2, predict the reactants needed to synthesize it. The reactants are: [N:1]([N:3]1[CH2:8][CH2:7][O:6][CH2:5][CH:4]1[C:9]([OH:11])=[O:10])=O.FC(F)(F)C(OC(=O)C(F)(F)F)=O. (4) Given the product [CH3:1][O:2][C:3]([C:5]1[N:6]=[C:7]([Cl:39])[C:8]([N:12]2[CH2:17][CH2:16][N:15]([C:18]3[CH:23]=[C:22]([C:24]4[CH:29]=[CH:28][C:27]([F:30])=[CH:26][CH:25]=4)[N:21]=[C:20]([N:31]4[CH2:36][CH2:35][O:34][CH2:33][C@H:32]4[CH3:37])[N:19]=3)[CH:14]([CH3:38])[CH2:13]2)=[N:9][C:10]=1[Br:40])=[O:4], predict the reactants needed to synthesize it. The reactants are: [CH3:1][O:2][C:3]([C:5]1[N:6]=[C:7]([Cl:39])[C:8]([N:12]2[CH2:17][CH2:16][N:15]([C:18]3[CH:23]=[C:22]([C:24]4[CH:29]=[CH:28][C:27]([F:30])=[CH:26][CH:25]=4)[N:21]=[C:20]([N:31]4[CH2:36][CH2:35][O:34][CH2:33][C@H:32]4[CH3:37])[N:19]=3)[CH:14]([CH3:38])[CH2:13]2)=[N:9][C:10]=1N)=[O:4].[Br:40]Br.N([O-])=O.[Na+]. (5) Given the product [NH2:34][C@@H:30]1[CH2:31][CH2:32][CH2:33][N:28]([CH2:27][CH2:26][N:23]2[C:16]3[N:17]=[C:18]([NH:21][CH3:22])[N:19]=[CH:20][C:15]=3[CH:14]=[C:13]([C:3]3[C:4]([Cl:12])=[C:5]([O:10][CH3:11])[CH:6]=[C:7]([O:8][CH3:9])[C:2]=3[Cl:1])[C:24]2=[O:25])[CH2:29]1, predict the reactants needed to synthesize it. The reactants are: [Cl:1][C:2]1[C:7]([O:8][CH3:9])=[CH:6][C:5]([O:10][CH3:11])=[C:4]([Cl:12])[C:3]=1[C:13]1[C:24](=[O:25])[N:23]([CH2:26][CH2:27][N:28]2[CH2:33][CH2:32][CH2:31][C@@H:30]([NH:34]C(=O)OC(C)(C)C)[CH2:29]2)[C:16]2[N:17]=[C:18]([NH:21][CH3:22])[N:19]=[CH:20][C:15]=2[CH:14]=1.C(O)(C(F)(F)F)=O.C([O-])(O)=O.[Na+].